From a dataset of Forward reaction prediction with 1.9M reactions from USPTO patents (1976-2016). Predict the product of the given reaction. (1) Given the reactants [CH2:1]([O:8][C:9]([NH:11][C:12]1[C:13]([C:25]([O:27]CC)=[O:26])=[N:14][C:15]2[C:20]([CH:21]=1)=[CH:19][CH:18]=[C:17]([O:22][CH2:23][CH3:24])[N:16]=2)=[O:10])[C:2]1[CH:7]=[CH:6][CH:5]=[CH:4][CH:3]=1.O.[OH-].[Li+], predict the reaction product. The product is: [CH2:1]([O:8][C:9]([NH:11][C:12]1[C:13]([C:25]([OH:27])=[O:26])=[N:14][C:15]2[C:20]([CH:21]=1)=[CH:19][CH:18]=[C:17]([O:22][CH2:23][CH3:24])[N:16]=2)=[O:10])[C:2]1[CH:7]=[CH:6][CH:5]=[CH:4][CH:3]=1. (2) Given the reactants O.[CH:2]1([C:5]2N=C(N3CCC(CCCOC4C=CC(C(O)=O)=C(C)C=4)CC3)[O:7][N:6]=2)[CH2:4][CH2:3]1.CC[N:32]=C=NCCCN(C)C.[NH2:41][CH2:42][CH2:43]O, predict the reaction product. The product is: [CH:4]1[CH:3]=[CH:2][C:5]2[N:6]([OH:7])[N:32]=[N:41][C:42]=2[CH:43]=1. (3) Given the reactants C([O-])=O.[NH4+].C([O:8][CH2:9][CH2:10][O:11][CH2:12][C:13]1([N+:19]([O-])=O)[CH2:18][CH2:17][CH2:16][CH2:15][CH2:14]1)(=O)C, predict the reaction product. The product is: [NH:19]1[C:13]2([CH2:18][CH2:17][CH2:16][CH2:15][CH2:14]2)[CH2:12][O:11][CH2:10][C:9]1=[O:8]. (4) Given the reactants FC1C([O:8][C:9](=O)[C@H:10]([CH2:29][CH2:30][CH2:31][CH2:32][NH:33][C:34]([O:36][C:37]([CH3:40])([CH3:39])[CH3:38])=[O:35])[NH:11][C:12]([O:14][CH2:15][CH:16]2[C:28]3[C:23](=[CH:24][CH:25]=[CH:26][CH:27]=3)[C:22]3[C:17]2=[CH:18][CH:19]=[CH:20][CH:21]=3)=[O:13])=C(F)C(F)=C(F)C=1F.[N+:46]([O:49][CH2:50][CH2:51][CH2:52][CH2:53][OH:54])([O-:48])=[O:47], predict the reaction product. The product is: [CH:18]1[C:17]2[CH:16]([CH2:15][O:14][C:12](=[O:13])[NH:11][C@H:10]([C:9]([O:54][CH2:53][CH2:52][CH2:51][CH2:50][O:49][N+:46]([O-:48])=[O:47])=[O:8])[CH2:29][CH2:30][CH2:31][CH2:32][NH:33][C:34](=[O:35])[O:36][C:37]([CH3:38])([CH3:39])[CH3:40])[C:28]3[C:23](=[CH:24][CH:25]=[CH:26][CH:27]=3)[C:22]=2[CH:21]=[CH:20][CH:19]=1. (5) Given the reactants [CH:1]1([C:7]2[CH:12]=[CH:11][C:10]([NH:13][CH:14]3[C:22]4[C:17](=[CH:18][C:19]([C:23]([O:25][CH2:26][CH2:27][CH2:28][CH3:29])=[O:24])=[CH:20][CH:21]=4)[CH2:16][CH2:15]3)=[CH:9][CH:8]=2)[CH2:6][CH2:5][CH2:4][CH2:3][CH2:2]1.[CH3:30]CN(C(C)C)C(C)C.C(Cl)(Cl)=S.[CH3:43][NH:44][C:45]1[C:46]([NH2:51])=[CH:47][CH:48]=[CH:49][CH:50]=1.Cl, predict the reaction product. The product is: [CH:1]1([C:7]2[CH:8]=[CH:9][C:10]([N:13]([C:43]3[N:51]([CH3:30])[C:46]4[CH:47]=[CH:48][CH:49]=[CH:50][C:45]=4[N:44]=3)[CH:14]3[C:22]4[C:17](=[CH:18][C:19]([C:23]([O:25][CH2:26][CH2:27][CH2:28][CH3:29])=[O:24])=[CH:20][CH:21]=4)[CH2:16][CH2:15]3)=[CH:11][CH:12]=2)[CH2:2][CH2:3][CH2:4][CH2:5][CH2:6]1. (6) Given the reactants [NH2:1][C:2]1[CH:7]=[CH:6][CH:5]=[CH:4][C:3]=1[C:8]([F:11])([F:10])[F:9].N1C=CC=CC=1.Cl[C:19]([O:21][C:22]1[CH:27]=[CH:26][CH:25]=[CH:24][CH:23]=1)=[O:20].O, predict the reaction product. The product is: [F:11][C:8]([F:9])([F:10])[C:3]1[CH:4]=[CH:5][CH:6]=[CH:7][C:2]=1[NH:1][C:19](=[O:20])[O:21][C:22]1[CH:27]=[CH:26][CH:25]=[CH:24][CH:23]=1. (7) Given the reactants [Cl:1][C:2]1[S:28][C:5]2[NH:6][C:7](=[O:27])[C:8]([C:11]3[CH:16]=[CH:15][CH:14]=[C:13]([O:17][C:18]4[CH:23]=[CH:22][CH:21]=[C:20]([N+:24]([O-])=O)[CH:19]=4)[CH:12]=3)=[C:9]([OH:10])[C:4]=2[C:3]=1[CH3:29].[H][H], predict the reaction product. The product is: [Cl:1][C:2]1[S:28][C:5]2[NH:6][C:7](=[O:27])[C:8]([C:11]3[CH:16]=[CH:15][CH:14]=[C:13]([O:17][C:18]4[CH:23]=[CH:22][CH:21]=[C:20]([NH2:24])[CH:19]=4)[CH:12]=3)=[C:9]([OH:10])[C:4]=2[C:3]=1[CH3:29].